From a dataset of CYP3A4 inhibition data for predicting drug metabolism from PubChem BioAssay. Regression/Classification. Given a drug SMILES string, predict its absorption, distribution, metabolism, or excretion properties. Task type varies by dataset: regression for continuous measurements (e.g., permeability, clearance, half-life) or binary classification for categorical outcomes (e.g., BBB penetration, CYP inhibition). Dataset: cyp3a4_veith. (1) The compound is C[C@H]1CC[C@H]2C(=O)N[C@H](Cc3ccccc3)C(=O)N2[C@@H]1c1ccccc1. The result is 1 (inhibitor). (2) The compound is Clc1ccc(Cn2c(-c3cccnc3Cl)nc3ccccc32)c(Cl)c1. The result is 0 (non-inhibitor). (3) The drug is CCCC(CCC)C(=O)NNc1cc(=O)c2c(=O)n(C)c(=O)n(C)c2[nH]1. The result is 0 (non-inhibitor). (4) The drug is CCOc1ccc(/C=C/C2=Cc3c(sc(NC(=O)CSc4n[nH]c(N)n4)c3C#N)C(C)(C)C2)cc1. The result is 1 (inhibitor).